Dataset: Forward reaction prediction with 1.9M reactions from USPTO patents (1976-2016). Task: Predict the product of the given reaction. (1) Given the reactants C(O[C:4]([C:6]1[CH:11]=[C:10]([C:12]#[N:13])[CH:9]=[C:8]([CH3:14])[N:7]=1)=[O:5])C.[NH2:15][C:16]1[CH:21]=[CH:20][C:19]([Cl:22])=[CH:18][N:17]=1, predict the reaction product. The product is: [Cl:22][C:19]1[CH:20]=[CH:21][C:16]([NH:15][C:4]([C:6]2[CH:11]=[C:10]([C:12]#[N:13])[CH:9]=[C:8]([CH3:14])[N:7]=2)=[O:5])=[N:17][CH:18]=1. (2) Given the reactants [Cl:1][C:2]1[N:7]=[C:6]2[S:8][C:9]([O:11]C)=[N:10][C:5]2=[CH:4][CH:3]=1.O1CCOCC1.Cl, predict the reaction product. The product is: [Cl:1][C:2]1[N:7]=[C:6]2[S:8][C:9](=[O:11])[NH:10][C:5]2=[CH:4][CH:3]=1. (3) Given the reactants Cl[C:2]1[CH:7]=[CH:6][C:5]([C:8]2[CH:32]=[CH:31][C:11]3[NH:12][C:13]([C@@H:15]4[CH2:19][CH2:18][CH2:17][N:16]4[C:20](=[O:30])[C@@H:21]([NH:25][C:26](=[O:29])[O:27][CH3:28])[CH:22]([CH3:24])[CH3:23])=[N:14][C:10]=3[CH:9]=2)=[CH:4][CH:3]=1.[CH3:33][C:34]1([CH3:50])[C:38]([CH3:40])([CH3:39])[O:37][B:36]([B:36]2[O:37][C:38]([CH3:40])([CH3:39])[C:34]([CH3:50])([CH3:33])[O:35]2)[O:35]1.C([O-])(=O)C.[K+].C1(P(C2CCCCC2)C2CCCCC2)CCCCC1, predict the reaction product. The product is: [CH3:24][CH:22]([CH3:23])[C@H:21]([NH:25][C:26](=[O:29])[O:27][CH3:28])[C:20](=[O:30])[N:16]1[CH2:17][CH2:18][CH2:19][C@H:15]1[C:13]1[NH:14][C:10]2[CH:9]=[C:8]([C:5]3[CH:6]=[CH:7][C:2]([B:36]4[O:37][C:38]([CH3:40])([CH3:39])[C:34]([CH3:50])([CH3:33])[O:35]4)=[CH:3][CH:4]=3)[CH:32]=[CH:31][C:11]=2[N:12]=1. (4) Given the reactants C([N:4]1[CH2:8][CH2:7][N:6]([C:9]2[C:17]3[C:12](=[CH:13][N:14]=[C:15](Br)[CH:16]=3)[N:11]([CH:19]3[CH2:24][CH2:23][CH2:22][CH2:21][O:20]3)[N:10]=2)[C:5]1=[O:25])(=O)C.[N:26]1[CH:31]=[CH:30][CH:29]=[C:28](B(O)O)[CH:27]=1.C(#N)C.C([O-])(=O)C.[K+], predict the reaction product. The product is: [N:26]1[CH:31]=[CH:30][CH:29]=[C:28]([C:15]2[CH:16]=[C:17]3[C:9]([N:6]4[CH2:7][CH2:8][NH:4][C:5]4=[O:25])=[N:10][N:11]([CH:19]4[CH2:24][CH2:23][CH2:22][CH2:21][O:20]4)[C:12]3=[CH:13][N:14]=2)[CH:27]=1.